Dataset: Catalyst prediction with 721,799 reactions and 888 catalyst types from USPTO. Task: Predict which catalyst facilitates the given reaction. (1) The catalyst class is: 71. Product: [ClH:17].[N:1]1[CH:6]=[CH:5][CH:4]=[N:3][C:2]=1[C@@H:7]([NH2:10])[CH2:8][CH3:9]. Reactant: [N:1]1[CH:6]=[CH:5][CH:4]=[N:3][C:2]=1[C@@H:7]([NH:10][S@](C(C)(C)C)=O)[CH2:8][CH3:9].[ClH:17].O. (2) Reactant: [BH4-].[Na+].C[O:4][CH:5](OC)[C:6]1[Se:10][CH:9]=[C:8]([CH:11]=[O:12])[CH:7]=1.C(OCC)(=O)C. Product: [OH:12][CH2:11][C:8]1[CH:7]=[C:6]([CH:5]=[O:4])[Se:10][CH:9]=1. The catalyst class is: 5. (3) Reactant: [C:1]([O:5][C:6]([NH:8][C@@H:9]([CH2:15][C:16]1[CH:21]=[CH:20][CH:19]=[CH:18][CH:17]=1)[C@H:10]([OH:14])[C:11]([OH:13])=O)=[O:7])([CH3:4])([CH3:3])[CH3:2].O[N:23]1[C:27]2C=CC=C[C:26]=2N=N1.Cl.C(N=C=NCCCN(C)C)C.C(N)C. Product: [CH3:4][C:1]([O:5][C:6](=[O:7])[NH:8][C@@H:9]([CH2:15][C:16]1[CH:21]=[CH:20][CH:19]=[CH:18][CH:17]=1)[CH:10]([OH:14])[C:11]([NH:23][CH2:27][CH3:26])=[O:13])([CH3:2])[CH3:3]. The catalyst class is: 31. (4) Reactant: [NH:1]1[CH:5]=[C:4]([C:6]#[N:7])[CH:3]=[N:2]1.O.C1(C)C=CC(S(O)(=O)=O)=CC=1.[O:20]1[CH:25]=[CH:24][CH2:23][CH2:22][CH2:21]1. Product: [O:20]1[CH2:25][CH2:24][CH2:23][CH2:22][CH:21]1[N:1]1[CH:5]=[C:4]([C:6]#[N:7])[CH:3]=[N:2]1. The catalyst class is: 2. (5) Reactant: [CH3:1][N:2]([CH3:34])[CH2:3][CH2:4][CH2:5][C:6]1[CH:7]=[C:8]([NH:13][C:14]2[N:15]=[CH:16][C:17]3[CH2:18][C:19](=O)[NH:20][C:21]4[CH:28]=[C:27]([C:29]([F:32])([F:31])[F:30])[CH:26]=[CH:25][C:22]=4[C:23]=3[N:24]=2)[C:9]([CH3:12])=[N:10][CH:11]=1.P12(SP3(SP(SP(S3)(S1)=S)(=S)S2)=S)=[S:36].N1C=CC=CC=1.C(=O)([O-])[O-].[Na+].[Na+]. The catalyst class is: 6. Product: [CH3:1][N:2]([CH3:34])[CH2:3][CH2:4][CH2:5][C:6]1[CH:7]=[C:8]([NH:13][C:14]2[N:15]=[CH:16][C:17]3[CH2:18][C:19](=[S:36])[NH:20][C:21]4[CH:28]=[C:27]([C:29]([F:32])([F:31])[F:30])[CH:26]=[CH:25][C:22]=4[C:23]=3[N:24]=2)[C:9]([CH3:12])=[N:10][CH:11]=1. (6) Reactant: [O:1]1[CH:5]=[CH:4][CH:3]=[C:2]1[CH2:6][NH:7][CH2:8][C:9]1[CH:14]=[CH:13][C:12]([S:15][C:16]([CH3:25])([CH3:24])[C:17]([O:19][C:20]([CH3:23])([CH3:22])[CH3:21])=[O:18])=[CH:11][CH:10]=1.C(N(CC)CC)C.Cl[CH2:34][C:35]1[N:36]=[C:37]([NH:40][C:41]2[CH:46]=[CH:45][CH:44]=[C:43]([C:47]([F:50])([F:49])[F:48])[CH:42]=2)[S:38][CH:39]=1. Product: [O:1]1[CH:5]=[CH:4][CH:3]=[C:2]1[CH2:6][N:7]([CH2:8][C:9]1[CH:14]=[CH:13][C:12]([S:15][C:16]([CH3:25])([CH3:24])[C:17]([O:19][C:20]([CH3:23])([CH3:22])[CH3:21])=[O:18])=[CH:11][CH:10]=1)[CH2:34][C:35]1[N:36]=[C:37]([NH:40][C:41]2[CH:46]=[CH:45][CH:44]=[C:43]([C:47]([F:50])([F:48])[F:49])[CH:42]=2)[S:38][CH:39]=1. The catalyst class is: 807. (7) Reactant: [NH2:1][C:2]1[N:7]2[N:8]=[CH:9][C:10]([C@@H:11]3[O:15][C@@:14]([CH2:18]O)([CH:16]=[O:17])[C@@H:13]([O:20][Si:21]([C:24]([CH3:27])([CH3:26])[CH3:25])([CH3:23])[CH3:22])[CH2:12]3)=[C:6]2[N:5]=[CH:4][N:3]=1.[C:28]([O-])([O-])=O.[K+].[K+].[N+](=C(P(=O)(OC)OC)C(=O)C)=[N-]. Product: [NH2:1][C:2]1[N:7]2[N:8]=[CH:9][C:10]([C@@H:11]3[O:15][C@@:14]([CH2:16][OH:17])([C:18]#[CH:28])[C@@H:13]([O:20][Si:21]([C:24]([CH3:27])([CH3:25])[CH3:26])([CH3:23])[CH3:22])[CH2:12]3)=[C:6]2[N:5]=[CH:4][N:3]=1. The catalyst class is: 5. (8) Reactant: [C:1]([N:4]([C:34]1[CH:39]=[CH:38][C:37]([Cl:40])=[CH:36][CH:35]=1)[C@H:5]1[C:14]2[C:9](=[CH:10][CH:11]=[CH:12][CH:13]=2)[N:8]([C:15]([C:17]2[CH:18]=[CH:19][C:20](=[O:32])[N:21]([CH2:23][CH2:24][C:25]([CH3:31])([CH3:30])[C:26]([O:28]C)=[O:27])[CH:22]=2)=[O:16])[C@@H:7]([CH3:33])[CH2:6]1)(=[O:3])[CH3:2].CO.[OH-].[Na+].Cl. Product: [C:1]([N:4]([C:34]1[CH:39]=[CH:38][C:37]([Cl:40])=[CH:36][CH:35]=1)[C@H:5]1[C:14]2[C:9](=[CH:10][CH:11]=[CH:12][CH:13]=2)[N:8]([C:15]([C:17]2[CH:18]=[CH:19][C:20](=[O:32])[N:21]([CH2:23][CH2:24][C:25]([CH3:31])([CH3:30])[C:26]([OH:28])=[O:27])[CH:22]=2)=[O:16])[C@@H:7]([CH3:33])[CH2:6]1)(=[O:3])[CH3:2]. The catalyst class is: 7.